This data is from Reaction yield outcomes from USPTO patents with 853,638 reactions. The task is: Predict the reaction yield, written as a fraction of the theoretical maximum amount of product (1.0 means a 100% yield; for example, 0.34 means a 34% yield). The reactants are C(OC([NH:8][C:9]1[CH:14]=[CH:13][C:12]([N:15]2[C:24](=[O:25])[C:23]3[C:18](=[CH:19][CH:20]=[CH:21][CH:22]=3)[NH:17][C:16]2=[O:26])=[CH:11][CH:10]=1)=O)(C)(C)C.[C:27]([OH:33])([C:29]([F:32])([F:31])[F:30])=[O:28]. The catalyst is C(Cl)Cl. The product is [F:30][C:29]([F:32])([F:31])[C:27]([OH:33])=[O:28].[NH2:8][C:9]1[CH:14]=[CH:13][C:12]([N:15]2[C:24](=[O:25])[C:23]3[C:18](=[CH:19][CH:20]=[CH:21][CH:22]=3)[NH:17][C:16]2=[O:26])=[CH:11][CH:10]=1. The yield is 0.990.